Dataset: Reaction yield outcomes from USPTO patents with 853,638 reactions. Task: Predict the reaction yield, written as a fraction of the theoretical maximum amount of product (1.0 means a 100% yield; for example, 0.34 means a 34% yield). (1) The product is [O:20]1[CH2:21][C@H:19]1[CH2:18][N:2]1[CH2:3][CH2:4][C:5]2[C:10](=[CH:9][CH:8]=[CH:7][CH:6]=2)[CH2:1]1. The reactants are [CH2:1]1[C:10]2[C:5](=[CH:6][CH:7]=[CH:8][CH:9]=2)[CH2:4][CH2:3][NH:2]1.C([O-])([O-])=O.[K+].[K+].Cl[CH2:18][C@H:19]1[CH2:21][O:20]1. The yield is 0.700. The catalyst is CO. (2) The reactants are C(O)(=O)C.[Br:5][C:6]1[C:11]([CH3:12])=[CH:10][C:9]([N+:13]([O-])=O)=[CH:8][C:7]=1[Cl:16].O.C(=O)(O)[O-].[Na+]. The catalyst is C(O)C.[Fe]. The product is [Br:5][C:6]1[C:11]([CH3:12])=[CH:10][C:9]([NH2:13])=[CH:8][C:7]=1[Cl:16]. The yield is 0.980. (3) The reactants are [CH2:1]([OH:11])[CH2:2][CH2:3]/[CH:4]=[CH:5]\[CH2:6][CH2:7][CH2:8][CH2:9][CH3:10].C(N(CC)CC)C.[CH3:19][S:20](Cl)(=[O:22])=[O:21]. The catalyst is ClCCl. The product is [CH3:19][S:20]([O:11][CH2:1][CH2:2][CH2:3]/[CH:4]=[CH:5]\[CH2:6][CH2:7][CH2:8][CH2:9][CH3:10])(=[O:22])=[O:21]. The yield is 0.950. (4) The reactants are C[O:2][C:3]([CH:5]1[CH2:13][C:12]2[C:7](=[CH:8][CH:9]=[C:10]([O:14][CH3:15])[CH:11]=2)[CH2:6]1)=O.[H-].[H-].[H-].[H-].[Li+].[Al+3]. The yield is 0.870. The catalyst is C1COCC1. The product is [CH3:15][O:14][C:10]1[CH:11]=[C:12]2[C:7](=[CH:8][CH:9]=1)[CH2:6][CH:5]([CH2:3][OH:2])[CH2:13]2. (5) The product is [C:1]([O:5][C:6](=[O:16])[NH:7][CH:8]1[CH2:13][CH2:12][CH2:11][CH:10]([CH:14]=[O:15])[CH2:9]1)([CH3:4])([CH3:2])[CH3:3]. The reactants are [C:1]([O:5][C:6](=[O:16])[NH:7][CH:8]1[CH2:13][CH2:12][CH2:11][CH:10]([CH2:14][OH:15])[CH2:9]1)([CH3:4])([CH3:3])[CH3:2].CC(OI1(OC(C)=O)(OC(C)=O)OC(=O)C2C=CC=CC1=2)=O. The yield is 0.590. The catalyst is C(Cl)Cl.